This data is from Full USPTO retrosynthesis dataset with 1.9M reactions from patents (1976-2016). The task is: Predict the reactants needed to synthesize the given product. (1) Given the product [CH3:1][C:2]([OH:5])([CH2:4][CH2:14][C:8]1[CH:13]=[CH:12][CH:11]=[CH:10][CH:9]=1)[CH3:3], predict the reactants needed to synthesize it. The reactants are: [CH3:1][C:2]1([O:5][CH2:4]1)[CH3:3].[Cl-].[NH4+].[C:8]1([CH3:14])[CH:13]=[CH:12][CH:11]=[CH:10][CH:9]=1. (2) The reactants are: [NH2:1][C:2]1[C:10]([O:11][CH:12]2[CH2:14][CH2:13]2)=[CH:9][CH:8]=[CH:7][C:3]=1[C:4]([OH:6])=O.O.[OH:16][N:17]1[C:21]2C=CC=CC=2N=N1.[CH2:26](N(CC)CC)C. Given the product [NH2:1][C:2]1[C:10]([O:11][CH:12]2[CH2:14][CH2:13]2)=[CH:9][CH:8]=[CH:7][C:3]=1[C:4]([N:17]([O:16][CH3:26])[CH3:21])=[O:6], predict the reactants needed to synthesize it. (3) Given the product [CH3:45][O:44][C:40]1[CH:39]=[C:38]([NH:37][CH:30]([C:31]2[CH:36]=[CH:35][CH:34]=[CH:33][CH:32]=2)[C:8]([C:10]2[C:18]3[C:13](=[CH:14][CH:15]=[C:16]([S:19]([CH3:22])(=[O:20])=[O:21])[CH:17]=3)[NH:12][CH:11]=2)=[O:9])[CH:43]=[CH:42][CH:41]=1, predict the reactants needed to synthesize it. The reactants are: C(N(CC)CC)C.[CH:8]([C:10]1[C:18]2[C:13](=[CH:14][CH:15]=[C:16]([S:19]([CH3:22])(=[O:21])=[O:20])[CH:17]=2)[N:12](C(OC(C)(C)C)=O)[CH:11]=1)=[O:9].[CH:30](=[N:37][C:38]1[CH:43]=[CH:42][CH:41]=[C:40]([O:44][CH3:45])[CH:39]=1)[C:31]1[CH:36]=[CH:35][CH:34]=[CH:33][CH:32]=1. (4) Given the product [N+:20]([C:18]1[CH:19]=[C:14]([C:13]2[O:24][C:2]3[CH:7]=[CH:6][C:5]([C:8]([F:10])([F:9])[F:11])=[CH:4][C:3]=3[N:12]=2)[C:15]([F:23])=[CH:16][CH:17]=1)([O-:22])=[O:21], predict the reactants needed to synthesize it. The reactants are: O[C:2]1[CH:7]=[CH:6][C:5]([C:8]([F:11])([F:10])[F:9])=[CH:4][C:3]=1[NH:12][C:13](=[O:24])[C:14]1[CH:19]=[C:18]([N+:20]([O-:22])=[O:21])[CH:17]=[CH:16][C:15]=1[F:23].O.C1(C)C=CC(S(O)(=O)=O)=CC=1.